This data is from Experimental lipophilicity measurements (octanol/water distribution) for 4,200 compounds from AstraZeneca. The task is: Regression/Classification. Given a drug SMILES string, predict its absorption, distribution, metabolism, or excretion properties. Task type varies by dataset: regression for continuous measurements (e.g., permeability, clearance, half-life) or binary classification for categorical outcomes (e.g., BBB penetration, CYP inhibition). For this dataset (lipophilicity_astrazeneca), we predict Y. (1) The compound is COc1cc2ncc(C(N)=O)c(Nc3ccccc3C)c2cc1OC. The Y is 3.40 logD. (2) The drug is O=S(=O)(Cc1cc(N2CCOCC2)nc(-c2ccccn2)n1)c1ccccc1. The Y is 1.34 logD. (3) The Y is 2.39 logD. The compound is Cc1ncc(-c2ccnc(Nc3ccc(C(N)=O)cc3)n2)n1C(C)C. (4) The compound is N#Cc1nc(NC2CCCCC2)c(N)c(N2CCOCC2)n1. The Y is 2.81 logD. (5) The compound is Nc1ncnc2[nH]ccc12. The Y is 1.78 logD. (6) The compound is CC(C)c1nc2ccccc2n1-c1nc(N2CCOCC2)c2nc(OC3CN(C4CCS(=O)(=O)CC4)C3)n(C)c2n1. The Y is 2.90 logD. (7) The drug is Nc1ccccc1[N+](=O)[O-]. The Y is -0.960 logD. (8) The molecule is c1cn(-c2ccc(Oc3nccc(Oc4ccc5c(c4)OCO5)n3)cc2)cn1. The Y is 3.27 logD. (9) The compound is CC(=O)NC(C)c1ccc(Nc2ncc3cc(-c4ccncc4)ccc3n2)cc1. The Y is 3.10 logD. (10) The compound is COC(=O)c1cccc(Cn2[nH]c(=O)c3[nH]c4cc(Cl)ccc4c(=O)c3c2=O)c1. The Y is 1.10 logD.